This data is from Peptide-MHC class II binding affinity with 134,281 pairs from IEDB. The task is: Regression. Given a peptide amino acid sequence and an MHC pseudo amino acid sequence, predict their binding affinity value. This is MHC class II binding data. (1) The peptide sequence is PGIKAQQSKLAQRRV. The MHC is DRB1_0701 with pseudo-sequence DRB1_0701. The binding affinity (normalized) is 0.393. (2) The peptide sequence is PELGMNASHCNEMSW. The MHC is DRB1_0405 with pseudo-sequence DRB1_0405. The binding affinity (normalized) is 0.148. (3) The peptide sequence is APQIPPNWHIPSIQDAATPYHPPATPNNMGL. The MHC is DRB4_0101 with pseudo-sequence DRB4_0103. The binding affinity (normalized) is 0.252. (4) The peptide sequence is QAGNNLMMIEQYPYV. The MHC is DRB1_0101 with pseudo-sequence DRB1_0101. The binding affinity (normalized) is 0.109. (5) The peptide sequence is SKISGEWYSIFLASD. The MHC is HLA-DQA10102-DQB10602 with pseudo-sequence HLA-DQA10102-DQB10602. The binding affinity (normalized) is 0.505. (6) The peptide sequence is DQEVPEKPDSVTPMIL. The MHC is DRB1_0701 with pseudo-sequence DRB1_0701. The binding affinity (normalized) is 0.133. (7) The MHC is HLA-DPA10301-DPB10402 with pseudo-sequence HLA-DPA10301-DPB10402. The peptide sequence is EKKYFAATQFPPLAA. The binding affinity (normalized) is 0.740. (8) The peptide sequence is WLDAKSTWYGKPTAA. The binding affinity (normalized) is 0.0234. The MHC is DRB1_1302 with pseudo-sequence DRB1_1302.